This data is from Catalyst prediction with 721,799 reactions and 888 catalyst types from USPTO. The task is: Predict which catalyst facilitates the given reaction. (1) Reactant: [C:1]([C:4]1[C:29]([NH:30][C:31]2[CH:36]=[CH:35][C:34]([I:37])=[CH:33][C:32]=2[F:38])=[C:28]([F:39])[C:27]([F:40])=[CH:26][C:5]=1[O:6][C:7]1[CH:8]=[C:9]([CH:23]=[CH:24][CH:25]=1)[CH2:10][NH:11][S:12]([NH:15]C(=O)OC(C)(C)C)(=[O:14])=[O:13])(=[O:3])[NH2:2].FC(F)(F)C(O)=O. Product: [F:39][C:28]1[C:29]([NH:30][C:31]2[CH:36]=[CH:35][C:34]([I:37])=[CH:33][C:32]=2[F:38])=[C:4]([C:5]([O:6][C:7]2[CH:25]=[CH:24][CH:23]=[C:9]([CH2:10][NH:11][S:12](=[O:14])(=[O:13])[NH2:15])[CH:8]=2)=[CH:26][C:27]=1[F:40])[C:1]([NH2:2])=[O:3]. The catalyst class is: 4. (2) Reactant: [O:1]1CCO[CH:2]1[C:6]1[O:10][C:9]([C:11]2[CH:12]=[C:13]3[C:18](=[CH:19][CH:20]=2)[N:17]=[CH:16][N:15]=[C:14]3[NH:21][C:22]2[CH:27]=[CH:26][C:25]([N:28]3[CH2:33][CH2:32][O:31][CH2:30][CH2:29]3)=[CH:24][CH:23]=2)=[CH:8][CH:7]=1.O.C(Cl)Cl.CC(O)C.[OH-].[Na+]. Product: [N:28]1([C:25]2[CH:24]=[CH:23][C:22]([NH:21][C:14]3[C:13]4[C:18](=[CH:19][CH:20]=[C:11]([C:9]5[O:10][C:6]([CH:2]=[O:1])=[CH:7][CH:8]=5)[CH:12]=4)[N:17]=[CH:16][N:15]=3)=[CH:27][CH:26]=2)[CH2:29][CH2:30][O:31][CH2:32][CH2:33]1. The catalyst class is: 1. (3) Reactant: [C:1]([O:5][C:6]([N:8]1[CH2:13][CH2:12][CH:11]([C:14]2[CH:22]=[CH:21][CH:20]=[C:19]3[C:15]=2[CH:16]=[CH:17][NH:18]3)[CH2:10][CH2:9]1)=[O:7])([CH3:4])([CH3:3])[CH3:2].[C:23](O[C:23]([O:25][C:26]([CH3:29])([CH3:28])[CH3:27])=[O:24])([O:25][C:26]([CH3:29])([CH3:28])[CH3:27])=[O:24]. Product: [C:26]([O:25][C:23]([N:18]1[C:19]2[C:15](=[C:14]([CH:11]3[CH2:10][CH2:9][N:8]([C:6]([O:5][C:1]([CH3:4])([CH3:2])[CH3:3])=[O:7])[CH2:13][CH2:12]3)[CH:22]=[CH:21][CH:20]=2)[CH:16]=[CH:17]1)=[O:24])([CH3:29])([CH3:28])[CH3:27]. The catalyst class is: 230. (4) Reactant: [F:1][C:2]([F:20])([F:19])[C:3]([NH:5][C:6]1[CH:11]=[C:10]([C:12]#[C:13][Si](C)(C)C)[CH:9]=[CH:8][C:7]=1[F:18])=[O:4].CCCC[N+](CCCC)(CCCC)CCCC.[F-]. Product: [C:12]([C:10]1[CH:9]=[CH:8][C:7]([F:18])=[C:6]([NH:5][C:3](=[O:4])[C:2]([F:1])([F:19])[F:20])[CH:11]=1)#[CH:13]. The catalyst class is: 1. (5) Reactant: [CH3:1][S:2](Cl)(=[O:4])=[O:3].[NH:6]1[CH:10]=[CH:9][CH:8]=[C:7]1[C:11]#[N:12].[Cl-].[Na+]. Product: [CH3:1][S:2]([N:6]1[CH:10]=[CH:9][CH:8]=[C:7]1[C:11]#[N:12])(=[O:4])=[O:3]. The catalyst class is: 76.